Dataset: Antibody paratope prediction from SAbDab with 1,023 antibody chains. Task: Token-level Classification. Given an antibody amino acid sequence, predict which amino acid positions are active in antigen binding. Output is a list of indices for active paratope positions. (1) Given the antibody sequence: EVQLVESGGGLVQPGGSLRLSCAASGFAIYDYDIHWVRQAPGKGLEWVADIAPYAGATAYADSVKGRFTISADTSKNTAYLQMNSLRAEDTAVYYCSRSSYAYYAAMDYWGQGTLVTVSS, which amino acid positions are active in antigen binding (paratope)? The paratope positions are: [52, 83, 84, 85, 104, 105, 106]. (2) Given the antibody sequence: EVQLVESGGGLVKPGGSLRLSCSASGFDFDNAWMTWVRQPPGKGLEWVGRITGPGEGWSVDYAAPVEGRFTISRLNSINFLYLEMNNLRMEDSGLYFCARTGKYYDFWSGYPPGEEYFQDWGRGTLVTVSS, which amino acid positions are active in antigen binding (paratope)? The paratope positions are: [52, 53, 54, 85, 86, 87, 106, 107, 108, 109, 110, 111, 112, 113, 114, 115, 116, 117]. (3) The paratope positions are: [52, 83, 84, 85, 104, 105, 106, 107, 108]. Given the antibody sequence: QVQLQQPGTELVKPGASVKLSCKASGYTFTRYWINWVKQRPQGGLEWIGNIYPGSNITNYNEKFKNKATLTVDTSSNTAYMQLSSLTSDDSAVYYCAREGIYDGYFPLFPYWGQGTLVTVSA, which amino acid positions are active in antigen binding (paratope)? (4) Given the antibody sequence: EVQLVESGGGLVQPGGSLRLSCAVSGFTFSKYWMTWVRQAPGKGLEWVANIKPDGSEKYYVESVKGRFTISRDNAKNSVYLQMNSVRAEDTAVYYCARVSRGGSFSDWGQGTLVTVSS, which amino acid positions are active in antigen binding (paratope)? The paratope positions are: [52, 83, 84, 85, 104]. (5) Given the antibody sequence: EVRLLESGGGLVQPGGSLKLSCAASGFDYSRYWMSWVRQAPGKGLKWIGEINPVSSTINYTPSLKDKFIISRDNAKDTLYLQISKVRSEDTALYYCARLYYGYGYWYFDVWGAGTTVTVSS, which amino acid positions are active in antigen binding (paratope)? The paratope positions are: [52, 83, 84, 85, 104, 105, 106, 107]. (6) Given the antibody sequence: EVQLVESGGGLVQPGGSLRLSCVVSGFTFSNYWMSWVRQAPGKGLEWVANIKQDGSKKYYVDSVTGRFTISRDNAKNSLYLQMNSLRAEDTAVYYCATLNLELAVDAISEALKWGQGTLVTVSS, which amino acid positions are active in antigen binding (paratope)? The paratope positions are: [52, 83, 84, 85, 104, 105, 106, 107, 108, 109, 110].